This data is from CYP2D6 inhibition data for predicting drug metabolism from PubChem BioAssay. The task is: Regression/Classification. Given a drug SMILES string, predict its absorption, distribution, metabolism, or excretion properties. Task type varies by dataset: regression for continuous measurements (e.g., permeability, clearance, half-life) or binary classification for categorical outcomes (e.g., BBB penetration, CYP inhibition). Dataset: cyp2d6_veith. (1) The compound is CCNC(=O)CSc1nnc(C2CC2)n1-c1ccccc1. The result is 0 (non-inhibitor). (2) The compound is CC(C)(C)c1ccc(C(=O)NC(Cc2ccccc2)C(=O)O)cc1. The result is 0 (non-inhibitor).